From a dataset of Reaction yield outcomes from USPTO patents with 853,638 reactions. Predict the reaction yield, written as a fraction of the theoretical maximum amount of product (1.0 means a 100% yield; for example, 0.34 means a 34% yield). (1) The reactants are NO.Cl.[N:4]1C=CC=CC=1.O=[C:11]([C:18]1[CH:27]=[CH:26][C:25]2[C:20](=[CH:21][CH:22]=[CH:23][CH:24]=2)[N:19]=1)[CH2:12][C:13]([O:15]CC)=[O:14].[OH-].[Na+]. The catalyst is CCO. The product is [N:19]1[C:20]2[C:25](=[CH:24][CH:23]=[CH:22][CH:21]=2)[CH:26]=[CH:27][C:18]=1[C:11]1[CH2:12][C:13](=[O:14])[O:15][N:4]=1. The yield is 0.880. (2) The reactants are [CH:1]1([C:7]2[NH:11][C:10](=O)[C:9]3([CH2:17][CH2:16][N:15]([S:18]([CH2:21][CH2:22][C:23]4[CH:28]=[CH:27][CH:26]=[CH:25][C:24]=4[CH3:29])(=[O:20])=[O:19])[CH2:14][CH2:13]3)[N:8]=2)[CH2:6][CH2:5][CH2:4][CH2:3][CH2:2]1.COC1C=CC(P2(SP(C3C=CC(OC)=CC=3)(=S)S2)=[S:39])=CC=1. The catalyst is C1(C)C=CC=CC=1. The product is [CH:1]1([C:7]2[NH:11][C:10](=[S:39])[C:9]3([CH2:17][CH2:16][N:15]([S:18]([CH2:21][CH2:22][C:23]4[CH:28]=[CH:27][CH:26]=[CH:25][C:24]=4[CH3:29])(=[O:20])=[O:19])[CH2:14][CH2:13]3)[N:8]=2)[CH2:6][CH2:5][CH2:4][CH2:3][CH2:2]1. The yield is 0.450. (3) The reactants are [NH2:1][C:2]1[CH:3]=[C:4]2[C:10](=[CH:11][CH:12]=1)[CH:9]1[CH2:13][CH2:14][CH:5]2[CH2:6][N:7]([C:15](=[O:20])[C:16]([F:19])([F:18])[F:17])[CH2:8]1.Cl[C:22]1[N:27]=[C:26]([NH:28][C:29]2[CH:38]=[CH:37][CH:36]=[CH:35][C:30]=2[C:31]([NH:33][CH3:34])=[O:32])[C:25]([Cl:39])=[CH:24][N:23]=1.Cl.O1CCOCC1. The catalyst is CC(O)C. The product is [Cl:39][C:25]1[C:26]([NH:28][C:29]2[CH:38]=[CH:37][CH:36]=[CH:35][C:30]=2[C:31]([NH:33][CH3:34])=[O:32])=[N:27][C:22]([NH:1][C:2]2[CH:3]=[C:4]3[C:10](=[CH:11][CH:12]=2)[CH:9]2[CH2:13][CH2:14][CH:5]3[CH2:6][N:7]([C:15](=[O:20])[C:16]([F:19])([F:17])[F:18])[CH2:8]2)=[N:23][CH:24]=1. The yield is 0.780.